Dataset: Full USPTO retrosynthesis dataset with 1.9M reactions from patents (1976-2016). Task: Predict the reactants needed to synthesize the given product. (1) Given the product [C:1]1([CH:7]([O:9][C:10]2[CH:17]=[CH:16][C:13]([CH2:14][N:18]3[CH2:21][CH:20]([C:22]([OH:24])=[O:23])[CH2:19]3)=[CH:12][CH:11]=2)[CH3:8])[CH:6]=[CH:5][CH:4]=[CH:3][CH:2]=1, predict the reactants needed to synthesize it. The reactants are: [C:1]1([CH:7]([O:9][C:10]2[CH:17]=[CH:16][C:13]([CH:14]=O)=[CH:12][CH:11]=2)[CH3:8])[CH:6]=[CH:5][CH:4]=[CH:3][CH:2]=1.[NH:18]1[CH2:21][CH:20]([C:22]([OH:24])=[O:23])[CH2:19]1.CC(O)=O.[BH3-]C#N.[Na+]. (2) Given the product [NH2:1][C:2]1[C:3]([NH:12][CH2:13][CH2:14][CH2:15][CH2:16][OH:17])=[C:4]([CH:9]=[CH:10][C:11]=1[Cl:18])[C:5]([O:7][CH3:8])=[O:6], predict the reactants needed to synthesize it. The reactants are: [NH2:1][C:2]1[C:3]([NH:12][CH2:13][CH2:14][CH2:15][CH2:16][OH:17])=[C:4]([CH:9]=[CH:10][CH:11]=1)[C:5]([O:7][CH3:8])=[O:6].[Cl:18]N1C(=O)CCC1=O. (3) The reactants are: [CH:1]1([C:4]2[N:13]=[C:12]([N:14]3[CH2:19][CH2:18][N:17]([C:20]4[CH:25]=[CH:24][C:23](F)=[CH:22][C:21]=4[O:27][CH3:28])[CH2:16][CH2:15]3)[C:11]3[C:6](=[CH:7][C:8]([O:31][CH3:32])=[C:9]([O:29][CH3:30])[CH:10]=3)[N:5]=2)[CH2:3][CH2:2]1.FC1C=CC(N2CCNCC2)=[C:36]([O:46]C)C=1.COC1C=C(OC)C=CC=1N1CCNCC1. Given the product [CH:1]1([C:4]2[N:13]=[C:12]([N:14]3[CH2:19][CH2:18][N:17]([C:20]4[CH:25]=[CH:24][C:23]([O:46][CH3:36])=[CH:22][C:21]=4[O:27][CH3:28])[CH2:16][CH2:15]3)[C:11]3[C:6](=[CH:7][C:8]([O:31][CH3:32])=[C:9]([O:29][CH3:30])[CH:10]=3)[N:5]=2)[CH2:3][CH2:2]1, predict the reactants needed to synthesize it.